Dataset: Full USPTO retrosynthesis dataset with 1.9M reactions from patents (1976-2016). Task: Predict the reactants needed to synthesize the given product. (1) Given the product [C:1]([N:8]1[C:16]2[C:11](=[CH:12][C:13]([B:17]([OH:25])[OH:18])=[CH:14][CH:15]=2)[CH:10]=[N:9]1)([O:3][C:4]([CH3:7])([CH3:6])[CH3:5])=[O:2], predict the reactants needed to synthesize it. The reactants are: [C:1]([N:8]1[C:16]2[C:11](=[CH:12][C:13]([B:17]3[O:25]C(C)(C)C(C)(C)[O:18]3)=[CH:14][CH:15]=2)[CH:10]=[N:9]1)([O:3][C:4]([CH3:7])([CH3:6])[CH3:5])=[O:2]. (2) Given the product [CH2:32]([O:31][CH2:2][CH2:3][CH2:4][S:5]([N:8]1[CH2:13][CH2:12][CH:11]([C:14]2[C:22]3[C:17](=[C:18]([C:28]([NH2:30])=[O:29])[CH:19]=[C:20]([C:23]4[CH:27]=[CH:26][S:25][CH:24]=4)[CH:21]=3)[NH:16][CH:15]=2)[CH2:10][CH2:9]1)(=[O:7])=[O:6])[CH3:33], predict the reactants needed to synthesize it. The reactants are: Cl[CH2:2][CH2:3][CH2:4][S:5]([N:8]1[CH2:13][CH2:12][CH:11]([C:14]2[C:22]3[C:17](=[C:18]([C:28]([NH2:30])=[O:29])[CH:19]=[C:20]([C:23]4[CH:27]=[CH:26][S:25][CH:24]=4)[CH:21]=3)[NH:16][CH:15]=2)[CH2:10][CH2:9]1)(=[O:7])=[O:6].[O-:31][CH2:32][CH3:33].[Na+]. (3) Given the product [F:38][C:35]1[CH:36]=[CH:37][C:32]([CH2:31][N:10]2[C:11](=[O:30])[C:12]([C:13]3[NH:18][C:17]4[CH:19]=[CH:20][C:21]([NH:23][S:24]([CH3:27])(=[O:25])=[O:26])=[CH:22][C:16]=4[S:15](=[O:28])(=[O:29])[N:14]=3)=[C:3]([OH:4])[CH:5]3[CH2:9][CH2:8][CH2:7][N:6]23)=[CH:33][CH:34]=1, predict the reactants needed to synthesize it. The reactants are: CO[C:3]([CH:5]1[CH2:9][CH2:8][CH2:7][N:6]1[N:10]([CH2:31][C:32]1[CH:37]=[CH:36][C:35]([F:38])=[CH:34][CH:33]=1)[C:11](=[O:30])[CH2:12][C:13]1[NH:18][C:17]2[CH:19]=[CH:20][C:21]([NH:23][S:24]([CH3:27])(=[O:26])=[O:25])=[CH:22][C:16]=2[S:15](=[O:29])(=[O:28])[N:14]=1)=[O:4].[O-]CC.[Na+]. (4) Given the product [CH2:6]([O:5][C:1](=[O:4])[CH2:2][O:3][C:18]([O:20][C:21]1[CH:26]=[CH:25][CH:24]=[CH:23][CH:22]=1)=[O:19])[CH3:7], predict the reactants needed to synthesize it. The reactants are: [C:1]([O:5][CH2:6][CH3:7])(=[O:4])[CH2:2][OH:3].C(N(C(C)C)CC)(C)C.Cl[C:18]([O:20][C:21]1[CH:26]=[CH:25][CH:24]=[CH:23][CH:22]=1)=[O:19]. (5) Given the product [C:47]1([C:60]2[CH:65]=[CH:64][CH:63]=[CH:62][CH:61]=2)[CH:52]=[CH:51][CH:50]=[CH:49][C:48]=1[CH2:53][N:54]1[CH2:55][CH2:56][N:57]([C:67]2[CH:95]=[CH:94][C:70]([CH2:71][N:72]3[C:76]4[CH:77]=[C:78]([CH3:81])[CH:79]=[CH:80][C:75]=4[N:74]([CH2:82][CH2:83][CH2:84][O:85][C:86]4[CH:87]=[CH:88][C:89]([F:92])=[CH:90][CH:91]=4)[C:73]3=[NH:93])=[CH:69][CH:68]=2)[CH2:58][CH2:59]1, predict the reactants needed to synthesize it. The reactants are: C1C=CC(P(C2C(C3C(P(C4C=CC=CC=4)C4C=CC=CC=4)=CC=C4C=3C=CC=C4)=C3C(C=CC=C3)=CC=2)C2C=CC=CC=2)=CC=1.[C:47]1([C:60]2[CH:65]=[CH:64][CH:63]=[CH:62][CH:61]=2)[CH:52]=[CH:51][CH:50]=[CH:49][C:48]=1[CH2:53][N:54]1[CH2:59][CH2:58][NH:57][CH2:56][CH2:55]1.Br[C:67]1[CH:95]=[CH:94][C:70]([CH2:71][N:72]2[C:76]3[CH:77]=[C:78]([CH3:81])[CH:79]=[CH:80][C:75]=3[N:74]([CH2:82][CH2:83][CH2:84][O:85][C:86]3[CH:91]=[CH:90][C:89]([F:92])=[CH:88][CH:87]=3)[C:73]2=[NH:93])=[CH:69][CH:68]=1.CC(C)([O-])C.[Na+]. (6) Given the product [C:13]12([NH:23][CH2:11][C:3]3[N:2]([CH3:1])[C:6]4[CH:7]=[CH:8][CH:9]=[CH:10][C:5]=4[N:4]=3)[CH2:20][CH:19]3[CH2:18][CH:17]([CH2:16][CH:15]([CH2:21]3)[CH2:14]1)[CH2:22]2, predict the reactants needed to synthesize it. The reactants are: [CH3:1][N:2]1[C:6]2[CH:7]=[CH:8][CH:9]=[CH:10][C:5]=2[N:4]=[C:3]1[CH:11]=O.[C:13]12([NH2:23])[CH2:22][CH:17]3[CH2:18][CH:19]([CH2:21][CH:15]([CH2:16]3)[CH2:14]1)[CH2:20]2. (7) Given the product [Br:9][CH2:10][CH2:11][CH2:12][N:4]1[CH2:5][C@H:6]([CH3:8])[O:7][C@H:2]([CH3:1])[CH2:3]1, predict the reactants needed to synthesize it. The reactants are: [CH3:1][C@H:2]1[O:7][C@@H:6]([CH3:8])[CH2:5][NH:4][CH2:3]1.[Br:9][CH2:10][CH2:11][CH2:12]Cl. (8) The reactants are: [H-].[Na+].[OH:3]/[N:4]=[C:5](/[C:14]1[CH:19]=[CH:18][CH:17]=[CH:16][CH:15]=1)\[CH2:6][CH2:7][CH2:8][C:9]([O:11]CC)=[O:10].Cl[CH2:21][C:22]1[CH:41]=[CH:40][C:25]([O:26][CH2:27][C:28]2[N:29]=[C:30]([C:34]3[CH:39]=[CH:38][CH:37]=[CH:36][CH:35]=3)[O:31][C:32]=2[CH3:33])=[CH:24][CH:23]=1.Cl.C(=O)(O)[O-].[Na+]. Given the product [CH3:33][C:32]1[O:31][C:30]([C:34]2[CH:35]=[CH:36][CH:37]=[CH:38][CH:39]=2)=[N:29][C:28]=1[CH2:27][O:26][C:25]1[CH:24]=[CH:23][C:22]([CH2:21][O:3]/[N:4]=[C:5](/[C:14]2[CH:15]=[CH:16][CH:17]=[CH:18][CH:19]=2)\[CH2:6][CH2:7][CH2:8][C:9]([OH:11])=[O:10])=[CH:41][CH:40]=1, predict the reactants needed to synthesize it. (9) Given the product [CH2:1]([O:5][C:6]1[CH:11]=[CH:10][CH:9]=[CH:8][C:7]=1[CH2:12][CH2:13][C:14]([O:16][CH2:17][CH3:18])=[O:15])[CH:2]([CH3:4])[CH3:3], predict the reactants needed to synthesize it. The reactants are: [CH2:1]([O:5][C:6]1[CH:11]=[CH:10][CH:9]=[CH:8][C:7]=1[CH:12]=[CH:13][C:14]([O:16][CH2:17][CH3:18])=[O:15])[CH:2]([CH3:4])[CH3:3].[H][H]. (10) The reactants are: [CH2:1]([O:3][C:4]1[CH:12]=[C:11]2[C:7]([CH:8]=[CH:9][NH:10]2)=[CH:6][C:5]=1[O:13][C:14]1[CH:19]=[CH:18][N:17]=[C:16]([NH2:20])[CH:15]=1)[CH3:2].[H-].[Na+].[CH3:23][NH:24][C:25](=O)[O:26]C1C=CC=CC=1.[Cl-].[NH4+]. Given the product [NH2:20][C:16]1[CH:15]=[C:14]([O:13][C:5]2[CH:6]=[C:7]3[C:11](=[CH:12][C:4]=2[O:3][CH2:1][CH3:2])[N:10]([C:25]([NH:24][CH3:23])=[O:26])[CH:9]=[CH:8]3)[CH:19]=[CH:18][N:17]=1, predict the reactants needed to synthesize it.